The task is: Regression. Given two drug SMILES strings and cell line genomic features, predict the synergy score measuring deviation from expected non-interaction effect.. This data is from Merck oncology drug combination screen with 23,052 pairs across 39 cell lines. (1) Drug 1: N#Cc1ccc(Cn2cncc2CN2CCN(c3cccc(Cl)c3)C(=O)C2)cc1. Drug 2: NC1(c2ccc(-c3nc4ccn5c(=O)[nH]nc5c4cc3-c3ccccc3)cc2)CCC1. Cell line: MDAMB436. Synergy scores: synergy=10.2. (2) Drug 1: Nc1ccn(C2OC(CO)C(O)C2(F)F)c(=O)n1. Drug 2: Cn1cc(-c2cnn3c(N)c(Br)c(C4CCCNC4)nc23)cn1. Cell line: NCIH2122. Synergy scores: synergy=4.55. (3) Drug 1: N.N.O=C(O)C1(C(=O)O)CCC1.[Pt]. Drug 2: CC(C)CC(NC(=O)C(Cc1ccccc1)NC(=O)c1cnccn1)B(O)O. Cell line: SW837. Synergy scores: synergy=7.74.